From a dataset of Forward reaction prediction with 1.9M reactions from USPTO patents (1976-2016). Predict the product of the given reaction. (1) Given the reactants [C:1]([O:5][C:6](=[O:13])[C:7]([C:11]#[N:12])([CH3:10])[CH2:8][CH3:9])([CH3:4])([CH3:3])[CH3:2], predict the reaction product. The product is: [C:1]([O:5][C:6](=[O:13])[C:7]([CH2:11][NH2:12])([CH3:10])[CH2:8][CH3:9])([CH3:2])([CH3:3])[CH3:4]. (2) The product is: [C:17]12[CH:22]=[CH:21][N:20]3[C:19]([N:18]=1)=[C:25]([CH:24]=[N:23]3)[C:26](=[O:27])[NH:1][CH2:2][CH2:3][CH2:4][O:5][C:6]1[N:11]=[C:10]([CH:9]=[CH:8][CH:7]=1)[C@@H:12]1[N:13]2[CH2:14][CH2:15][CH2:16]1. Given the reactants [NH2:1][CH2:2][CH2:3][CH2:4][O:5][C:6]1[N:11]=[C:10]([C@H:12]2[CH2:16][CH2:15][CH2:14][N:13]2[C:17]2[CH:22]=[CH:21][N:20]3[N:23]=[CH:24][C:25]([C:26](O)=[O:27])=[C:19]3[N:18]=2)[CH:9]=[CH:8][CH:7]=1.CN(C=O)C.C(Cl)Cl.CCN=C=NCCCN(C)C.C1C=CC2N(O)N=NC=2C=1, predict the reaction product. (3) Given the reactants [Br:1][CH2:2][CH2:3][N:4]([CH2:22][CH3:23])[C:5]1[CH:10]=[CH:9][C:8]([N:11]=[N:12][C:13]2[S:14][C:15]([N+:19]([O-:21])=[O:20])=[C:16]([Cl:18])[N:17]=2)=[CH:7][CH:6]=1.[CH3:24][N:25]1[CH:29]=[CH:28][N:27]=[CH:26]1, predict the reaction product. The product is: [Br-:1].[Cl:18][C:16]1[N:17]=[C:13]([N:12]=[N:11][C:8]2[CH:9]=[CH:10][C:5]([N:4]([CH2:22][CH3:23])[CH2:3][CH2:2][N:27]3[CH:28]=[CH:29][N+:25]([CH3:24])=[CH:26]3)=[CH:6][CH:7]=2)[S:14][C:15]=1[N+:19]([O-:21])=[O:20]. (4) Given the reactants [Br:1][C:2]1[CH:3]=[CH:4][C:5]([O:10][CH2:11][CH2:12][CH2:13][CH2:14][CH2:15][CH2:16][CH3:17])=[C:6]([CH:9]=1)[CH2:7][OH:8].N1C=CN=C1.[C:23]([Si:27]([CH3:30])([CH3:29])Cl)([CH3:26])([CH3:25])[CH3:24].C(=O)([O-])O.[Na+], predict the reaction product. The product is: [Br:1][C:2]1[CH:3]=[CH:4][C:5]([O:10][CH2:11][CH2:12][CH2:13][CH2:14][CH2:15][CH2:16][CH3:17])=[C:6]([CH:9]=1)[CH2:7][O:8][Si:27]([C:23]([CH3:26])([CH3:25])[CH3:24])([CH3:30])[CH3:29]. (5) Given the reactants [CH2:1]([N:3]1[C:7]([C:8]([OH:10])=O)=[CH:6][C:5]([CH3:11])=[N:4]1)[CH3:2].O1CCCC1.C(Cl)(=O)C(Cl)=O.[NH2:23][C:24]1[CH:25]=[C:26]([CH:43]=[CH:44][C:45]=1[CH3:46])[O:27][C:28]1[CH:29]=[CH:30][C:31]2[N:32]([CH:34]=[C:35]([NH:37][C:38]([CH:40]3[CH2:42][CH2:41]3)=[O:39])[N:36]=2)[N:33]=1, predict the reaction product. The product is: [CH:40]1([C:38]([NH:37][C:35]2[N:36]=[C:31]3[CH:30]=[CH:29][C:28]([O:27][C:26]4[CH:43]=[CH:44][C:45]([CH3:46])=[C:24]([NH:23][C:8]([C:7]5[N:3]([CH2:1][CH3:2])[N:4]=[C:5]([CH3:11])[CH:6]=5)=[O:10])[CH:25]=4)=[N:33][N:32]3[CH:34]=2)=[O:39])[CH2:41][CH2:42]1.